Dataset: Full USPTO retrosynthesis dataset with 1.9M reactions from patents (1976-2016). Task: Predict the reactants needed to synthesize the given product. (1) Given the product [CH2:21]([O:20][C:18]([C:17]1[C:23]([C:24]([F:27])([F:26])[F:25])=[N:2][NH:3][CH:16]=1)=[O:19])[CH3:22], predict the reactants needed to synthesize it. The reactants are: Cl.[NH2:2][NH2:3].CCN(C(C)C)C(C)C.C(O/[CH:16]=[C:17](/[C:23](=O)[C:24]([F:27])([F:26])[F:25])\[C:18]([O:20][CH2:21][CH3:22])=[O:19])C. (2) The reactants are: C([O:8][C@@H:9]([C@H:11]1[CH2:16][O:15][CH2:14][C@@H:13]([C:17]2[CH:22]=[CH:21][C:20]([Cl:23])=[CH:19][CH:18]=2)[NH:12]1)[CH3:10])C1C=CC=CC=1.ClCCl.C[Si](I)(C)C. Given the product [Cl:23][C:20]1[CH:19]=[CH:18][C:17]([C@H:13]2[NH:12][C@@H:11]([C@H:9]([OH:8])[CH3:10])[CH2:16][O:15][CH2:14]2)=[CH:22][CH:21]=1, predict the reactants needed to synthesize it. (3) Given the product [Cl:19][C:10]1[N:11]=[C:12]([N:13]2[CH2:14][CH2:15][O:16][CH2:17][CH2:18]2)[C:7]2[N:6]([CH3:20])[C:5](=[O:21])[C:4]([CH2:1][CH:2]=[O:27])([CH3:22])[C:8]=2[N:9]=1, predict the reactants needed to synthesize it. The reactants are: [CH2:1]([C:4]1([CH3:22])[C:8]2[N:9]=[C:10]([Cl:19])[N:11]=[C:12]([N:13]3[CH2:18][CH2:17][O:16][CH2:15][CH2:14]3)[C:7]=2[N:6]([CH3:20])[C:5]1=[O:21])[CH:2]=C.C[N+]1([O-])CC[O:27]CC1.S([O-])([O-])=O.[Na+].[Na+].I([O-])(=O)(=O)=O.[Na+]. (4) Given the product [NH2:19][C:16]1[CH:17]=[CH:18][C:13]([O:12][C:5]2[CH:4]=[CH:3][C:2]([Cl:1])=[C:10]3[C:6]=2[CH2:7][C:8](=[O:11])[NH:9]3)=[C:14]([Cl:22])[CH:15]=1, predict the reactants needed to synthesize it. The reactants are: [Cl:1][C:2]1[CH:3]=[CH:4][C:5]([O:12][C:13]2[CH:18]=[CH:17][C:16]([N+:19]([O-])=O)=[CH:15][C:14]=2[Cl:22])=[C:6]2[C:10]=1[NH:9][C:8](=[O:11])[CH2:7]2.[H][H]. (5) Given the product [Cl:3][C:4]1[CH:5]=[CH:6][C:7]([C:8]([C:10]2[CH:11]=[C:12]3[C:17](=[CH:18][CH:19]=2)[N:16]([CH3:28])[C:15](=[O:20])[CH:14]=[C:13]3[C:21]([O:23][CH3:24])=[O:22])=[O:9])=[CH:25][CH:26]=1, predict the reactants needed to synthesize it. The reactants are: [H-].[Na+].[Cl:3][C:4]1[CH:26]=[CH:25][C:7]([C:8]([C:10]2[CH:11]=[C:12]3[C:17](=[CH:18][CH:19]=2)[NH:16][C:15](=[O:20])[CH:14]=[C:13]3[C:21]([O:23][CH3:24])=[O:22])=[O:9])=[CH:6][CH:5]=1.I[CH3:28].